This data is from Full USPTO retrosynthesis dataset with 1.9M reactions from patents (1976-2016). The task is: Predict the reactants needed to synthesize the given product. (1) Given the product [C:16]1([C:2]2[N:28]=[C:23]3[CH:24]=[CH:25][CH:26]=[CH:27][N:22]3[C:3]=2[C:5]2[CH:15]=[CH:14][C:8]3[O:9][CH2:10][C:11](=[O:13])[NH:12][C:7]=3[CH:6]=2)[CH:21]=[CH:20][CH:19]=[CH:18][CH:17]=1, predict the reactants needed to synthesize it. The reactants are: Br[CH:2]([C:16]1[CH:21]=[CH:20][CH:19]=[CH:18][CH:17]=1)[C:3]([C:5]1[CH:15]=[CH:14][C:8]2[O:9][CH2:10][C:11](=[O:13])[NH:12][C:7]=2[CH:6]=1)=O.[N:22]1[CH:27]=[CH:26][CH:25]=[CH:24][C:23]=1[NH2:28].O.C1(C)C=CC(S(O)(=O)=O)=CC=1. (2) Given the product [CH3:21][O:22][C:23]1[CH:24]=[C:25]([C:29]2[C:30]([C:35]3[CH:40]=[CH:39][N:38]=[CH:37][CH:36]=3)=[N:31][N:32]3[C:5]([CH:7]4[CH2:8][CH:9]5[N:14]([C:15]([O:17][CH2:18][CH3:19])=[O:16])[CH:12]([CH2:11][CH2:10]5)[CH2:13]4)=[CH:4][CH:3]=[N:2][C:20]=23)[CH:26]=[CH:27][CH:28]=1, predict the reactants needed to synthesize it. The reactants are: C[N:2]([CH3:20])/[CH:3]=[CH:4]/[C:5]([CH:7]1[CH2:13][CH:12]2[N:14]([C:15]([O:17][CH2:18][CH3:19])=[O:16])[CH:9]([CH2:10][CH2:11]2)[CH2:8]1)=O.[CH3:21][O:22][C:23]1[CH:24]=[C:25]([C:29]2[C:30]([C:35]3[CH:40]=[CH:39][N:38]=[CH:37][CH:36]=3)=[N:31][NH:32]C=2N)[CH:26]=[CH:27][CH:28]=1.